From a dataset of Peptide-MHC class II binding affinity with 134,281 pairs from IEDB. Regression. Given a peptide amino acid sequence and an MHC pseudo amino acid sequence, predict their binding affinity value. This is MHC class II binding data. The peptide sequence is SHIQSAVVCGRRHGV. The MHC is HLA-DPA10103-DPB10201 with pseudo-sequence HLA-DPA10103-DPB10201. The binding affinity (normalized) is 0.0448.